From a dataset of Full USPTO retrosynthesis dataset with 1.9M reactions from patents (1976-2016). Predict the reactants needed to synthesize the given product. Given the product [CH:46]1([N:45]([CH2:44][CH:43]([O:51][CH3:52])[O:42][CH3:41])[C:35](=[O:37])[CH2:34][CH2:33][O:32][CH2:31][CH2:30][C:29]2[CH:38]=[CH:39][CH:40]=[C:27]([C:25]3[CH:24]=[N:23][N:22]([CH2:19][CH2:20][CH3:21])[CH:26]=3)[CH:28]=2)[CH2:47][CH2:48][CH2:49][CH2:50]1, predict the reactants needed to synthesize it. The reactants are: C(P1(=O)OP(CCC)(=O)OP(CCC)(=O)O1)CC.[CH2:19]([N:22]1[CH:26]=[C:25]([C:27]2[CH:28]=[C:29]([CH:38]=[CH:39][CH:40]=2)[CH2:30][CH2:31][O:32][CH2:33][CH2:34][C:35]([OH:37])=O)[CH:24]=[N:23]1)[CH2:20][CH3:21].[CH3:41][O:42][CH:43]([O:51][CH3:52])[CH2:44][NH:45][CH:46]1[CH2:50][CH2:49][CH2:48][CH2:47]1.C(=O)([O-])O.[Na+].